Task: Predict the reactants needed to synthesize the given product.. Dataset: Full USPTO retrosynthesis dataset with 1.9M reactions from patents (1976-2016) (1) Given the product [CH:1]1([CH2:4][O:5][C:6]2[N:11]=[C:10]([C:12]([NH:14][CH:15]([CH2:21][CH2:22][C:23]3[CH:28]=[CH:27][CH:26]=[CH:25][CH:24]=3)[CH2:16][C:17]([OH:19])=[O:18])=[O:13])[CH:9]=[CH:8][C:7]=2[N:29]2[CH2:32][C:31]([F:33])([F:34])[CH2:30]2)[CH2:3][CH2:2]1, predict the reactants needed to synthesize it. The reactants are: [CH:1]1([CH2:4][O:5][C:6]2[N:11]=[C:10]([C:12]([NH:14][CH:15]([CH2:21][CH2:22][C:23]3[CH:28]=[CH:27][CH:26]=[CH:25][CH:24]=3)[CH2:16][C:17]([O:19]C)=[O:18])=[O:13])[CH:9]=[CH:8][C:7]=2[N:29]2[CH2:32][C:31]([F:34])([F:33])[CH2:30]2)[CH2:3][CH2:2]1.[OH-].[Li+]. (2) Given the product [Cl:1][C:2]1[CH:7]=[CH:6][C:5]([C:8]2[C:12]3[CH2:13][N:14]([S:17]([CH3:20])(=[O:18])=[O:19])[CH2:15][CH2:16][C:11]=3[N:10]([CH2:21][CH2:22][CH2:23][N:24]3[CH2:25][CH2:26][O:27][CH2:28][CH2:29]3)[N:9]=2)=[CH:4][C:3]=1[C:30]#[C:31][C:32]1[CH:33]=[C:34]([CH2:38][NH:39][CH2:40][C:41]([OH:43])=[O:42])[CH:35]=[CH:36][CH:37]=1, predict the reactants needed to synthesize it. The reactants are: [Cl:1][C:2]1[CH:7]=[CH:6][C:5]([C:8]2[C:12]3[CH2:13][N:14]([S:17]([CH3:20])(=[O:19])=[O:18])[CH2:15][CH2:16][C:11]=3[N:10]([CH2:21][CH2:22][CH2:23][N:24]3[CH2:29][CH2:28][O:27][CH2:26][CH2:25]3)[N:9]=2)=[CH:4][C:3]=1[C:30]#[C:31][C:32]1[CH:33]=[C:34]([CH2:38][NH:39][CH2:40][C:41]([O:43]C)=[O:42])[CH:35]=[CH:36][CH:37]=1.[OH-].[Na+].Cl.